This data is from NCI-60 drug combinations with 297,098 pairs across 59 cell lines. The task is: Regression. Given two drug SMILES strings and cell line genomic features, predict the synergy score measuring deviation from expected non-interaction effect. (1) Cell line: HCT116. Drug 2: CN1C(=O)N2C=NC(=C2N=N1)C(=O)N. Synergy scores: CSS=1.78, Synergy_ZIP=2.51, Synergy_Bliss=0.900, Synergy_Loewe=0.958, Synergy_HSA=-1.03. Drug 1: CN(C)C1=NC(=NC(=N1)N(C)C)N(C)C. (2) Drug 1: CCC1(CC2CC(C3=C(CCN(C2)C1)C4=CC=CC=C4N3)(C5=C(C=C6C(=C5)C78CCN9C7C(C=CC9)(C(C(C8N6C=O)(C(=O)OC)O)OC(=O)C)CC)OC)C(=O)OC)O.OS(=O)(=O)O. Drug 2: COC1=C2C(=CC3=C1OC=C3)C=CC(=O)O2. Cell line: NCI-H460. Synergy scores: CSS=15.6, Synergy_ZIP=-4.97, Synergy_Bliss=0.521, Synergy_Loewe=-20.9, Synergy_HSA=-0.213. (3) Drug 1: C1=CC(=CC=C1C#N)C(C2=CC=C(C=C2)C#N)N3C=NC=N3. Drug 2: CC=C1C(=O)NC(C(=O)OC2CC(=O)NC(C(=O)NC(CSSCCC=C2)C(=O)N1)C(C)C)C(C)C. Cell line: MOLT-4. Synergy scores: CSS=65.7, Synergy_ZIP=0.439, Synergy_Bliss=-3.74, Synergy_Loewe=-59.1, Synergy_HSA=-9.79. (4) Drug 2: CCN(CC)CCCC(C)NC1=C2C=C(C=CC2=NC3=C1C=CC(=C3)Cl)OC. Cell line: KM12. Synergy scores: CSS=38.0, Synergy_ZIP=-13.7, Synergy_Bliss=-15.1, Synergy_Loewe=-11.7, Synergy_HSA=-10.2. Drug 1: C1=NC2=C(N1)C(=S)N=C(N2)N.